This data is from Full USPTO retrosynthesis dataset with 1.9M reactions from patents (1976-2016). The task is: Predict the reactants needed to synthesize the given product. (1) Given the product [CH3:23][N:12]([CH2:11][C:9]1[N:10]=[C:6]2[CH:5]=[CH:4][CH:3]=[C:2]([N:34]3[CH2:33][CH2:32][N:31]([C:29]([O:28][C:24]([CH3:27])([CH3:26])[CH3:25])=[O:30])[CH2:36][CH2:35]3)[N:7]2[CH:8]=1)[CH:13]1[C:22]2[N:21]=[CH:20][CH:19]=[CH:18][C:17]=2[CH2:16][CH2:15][CH2:14]1, predict the reactants needed to synthesize it. The reactants are: F[C:2]1[N:7]2[CH:8]=[C:9]([CH2:11][N:12]([CH3:23])[CH:13]3[C:22]4[N:21]=[CH:20][CH:19]=[CH:18][C:17]=4[CH2:16][CH2:15][CH2:14]3)[N:10]=[C:6]2[CH:5]=[CH:4][CH:3]=1.[C:24]([O:28][C:29]([N:31]1[CH2:36][CH2:35][NH:34][CH2:33][CH2:32]1)=[O:30])([CH3:27])([CH3:26])[CH3:25]. (2) Given the product [NH:20]1[C:28]2[C:23](=[CH:24][CH:25]=[CH:26][CH:27]=2)[C:22](/[CH:29]=[C:8]2\[O:9][C:5]3[C:4]([CH2:12][N:13]4[CH2:14][CH2:15][N:16]([CH3:19])[CH2:17][CH2:18]4)=[CH:3][C:2]([Cl:1])=[CH:11][C:6]=3[C:7]\2=[O:10])=[N:21]1, predict the reactants needed to synthesize it. The reactants are: [Cl:1][C:2]1[CH:3]=[C:4]([CH2:12][N:13]2[CH2:18][CH2:17][N:16]([CH3:19])[CH2:15][CH2:14]2)[C:5]2[O:9][CH2:8][C:7](=[O:10])[C:6]=2[CH:11]=1.[NH:20]1[C:28]2[C:23](=[CH:24][CH:25]=[CH:26][CH:27]=2)[C:22]([CH:29]=O)=[N:21]1. (3) Given the product [Cl:1][C:2]1[C:3]([CH3:27])=[C:4]([C:20]2[C:21]([CH3:26])=[N:22][O:23][C:24]=2[CH3:25])[N:5]=[C:6]([C:8]2[CH:13]=[C:12]([OH:14])[CH:11]=[CH:10][C:9]=2[C:16]([F:17])([F:18])[F:19])[N:7]=1, predict the reactants needed to synthesize it. The reactants are: [Cl:1][C:2]1[N:7]=[C:6]([C:8]2[CH:13]=[C:12]([O:14]C)[CH:11]=[CH:10][C:9]=2[C:16]([F:19])([F:18])[F:17])[N:5]=[C:4]([C:20]2[C:21]([CH3:26])=[N:22][O:23][C:24]=2[CH3:25])[C:3]=1[CH3:27].B(Br)(Br)Br. (4) Given the product [F:17][C:16]([F:19])([F:18])[C:13]1[CH:14]=[CH:15][C:10]([O:1][C:2]2[CH:3]=[C:4]([CH:6]=[CH:7][CH:8]=2)[NH2:5])=[CH:11][CH:12]=1, predict the reactants needed to synthesize it. The reactants are: [OH:1][C:2]1[CH:3]=[C:4]([CH:6]=[CH:7][CH:8]=1)[NH2:5].F[C:10]1[CH:15]=[CH:14][C:13]([C:16]([F:19])([F:18])[F:17])=[CH:12][CH:11]=1.CC(C)([O-])C.[K+].O. (5) Given the product [C:1]([C:5]1[CH:30]=[CH:29][C:8]([C:9]([NH:11][CH:12]2[CH2:17][CH2:16][CH2:15][CH:14]([NH:18][C:19]3[N:27]=[C:26]([NH:37][C:35]4[CH:34]=[N:33][N:32]([CH3:31])[CH:36]=4)[N:25]=[C:24]4[C:20]=3[N:21]=[CH:22][NH:23]4)[CH2:13]2)=[O:10])=[CH:7][CH:6]=1)([CH3:4])([CH3:3])[CH3:2], predict the reactants needed to synthesize it. The reactants are: [C:1]([C:5]1[CH:30]=[CH:29][C:8]([C:9]([NH:11][CH:12]2[CH2:17][CH2:16][CH2:15][CH:14]([NH:18][C:19]3[N:27]=[C:26](Cl)[N:25]=[C:24]4[C:20]=3[N:21]=[CH:22][NH:23]4)[CH2:13]2)=[O:10])=[CH:7][CH:6]=1)([CH3:4])([CH3:3])[CH3:2].[CH3:31][N:32]1[CH:36]=[C:35]([NH2:37])[CH:34]=[N:33]1.[Si](Cl)(C)(C)C. (6) The reactants are: I[C:2]1[CH:11]=[CH:10][CH:9]=[C:8]2[C:3]=1[CH2:4][CH2:5][N:6]1[C:16](=[O:17])[CH2:15][N:14]=[C:13]([C:18]3[CH:23]=[CH:22][CH:21]=[C:20]([O:24][CH3:25])[CH:19]=3)[CH:12]=[C:7]12.[NH:26]1[CH2:31][CH2:30][O:29][CH2:28][CH2:27]1.C([O-])([O-])=O.[Cs+].[Cs+]. Given the product [CH3:25][O:24][C:20]1[CH:19]=[C:18]([C:13]2[CH:12]=[C:7]3[C:8]4[C:3]([CH2:4][CH2:5][N:6]3[C:16](=[O:17])[CH2:15][N:14]=2)=[C:2]([N:26]2[CH2:31][CH2:30][O:29][CH2:28][CH2:27]2)[CH:11]=[CH:10][CH:9]=4)[CH:23]=[CH:22][CH:21]=1, predict the reactants needed to synthesize it.